Dataset: Forward reaction prediction with 1.9M reactions from USPTO patents (1976-2016). Task: Predict the product of the given reaction. (1) Given the reactants [CH3:1][NH:2][C:3](=O)[CH2:4][C:5]1[CH:10]=[CH:9][C:8]([N+:11]([O-:13])=[O:12])=[CH:7][CH:6]=1, predict the reaction product. The product is: [CH3:1][NH:2][CH2:3][CH2:4][C:5]1[CH:10]=[CH:9][C:8]([N+:11]([O-:13])=[O:12])=[CH:7][CH:6]=1. (2) The product is: [F:13][C:14]1[CH:19]=[CH:18][C:17]([F:20])=[CH:16][C:15]=1[O:21][C:4]1[CH:9]=[CH:8][C:7]([N+:10]([O-:12])=[O:11])=[CH:6][CH:5]=1. Given the reactants [H-].[Na+].F[C:4]1[CH:9]=[CH:8][C:7]([N+:10]([O-:12])=[O:11])=[CH:6][CH:5]=1.[F:13][C:14]1[CH:19]=[CH:18][C:17]([F:20])=[CH:16][C:15]=1[OH:21], predict the reaction product. (3) Given the reactants CC(C)([O-])C.[K+].[N+:7]([C:10]1[S:11][CH:12]=[CH:13][CH:14]=1)([O-:9])=[O:8].[CH:15](Cl)([Cl:17])[Cl:16].CO, predict the reaction product. The product is: [Cl:16][CH:15]([Cl:17])[C:14]1[CH:13]=[CH:12][S:11][C:10]=1[N+:7]([O-:9])=[O:8]. (4) Given the reactants [CH2:1]([O:8][C:9]([C:11]1[C:12]([CH2:17]O)=[N:13][NH:14][C:15]=1[CH3:16])=[O:10])[C:2]1[CH:7]=[CH:6][CH:5]=[CH:4][CH:3]=1.[C:19]1([NH2:26])[CH:24]=[CH:23][CH:22]=[CH:21][C:20]=1[NH2:25].S(=O)(O)[O-].[Na+], predict the reaction product. The product is: [CH2:1]([O:8][C:9]([C:11]1[C:12]([C:17]2[NH:26][C:19]3[CH:24]=[CH:23][CH:22]=[CH:21][C:20]=3[N:25]=2)=[N:13][NH:14][C:15]=1[CH3:16])=[O:10])[C:2]1[CH:7]=[CH:6][CH:5]=[CH:4][CH:3]=1. (5) Given the reactants [CH3:1][O:2][CH:3]1[CH2:22][C:6]2[NH:7][C:8]([C:10]3[C:11]([CH3:21])=[CH:12][C:13]([CH3:20])=[C:14]([CH:19]=3)[C:15]([O:17]C)=[O:16])=[N:9][C:5]=2[CH2:4]1.[OH-].[Na+], predict the reaction product. The product is: [CH3:1][O:2][CH:3]1[CH2:4][C:5]2[NH:9][C:8]([C:10]3[C:11]([CH3:21])=[CH:12][C:13]([CH3:20])=[C:14]([CH:19]=3)[C:15]([OH:17])=[O:16])=[N:7][C:6]=2[CH2:22]1. (6) Given the reactants [CH3:1][C:2]([CH3:10])([CH3:9])[CH:3]=[C:4]([C:7]#[N:8])[C:5]#[N:6].[Na+].[Cl-].[BH4-].[Na+].Cl, predict the reaction product. The product is: [CH2:3]([CH:4]([C:7]#[N:8])[C:5]#[N:6])[C:2]([CH3:10])([CH3:9])[CH3:1]. (7) Given the reactants Cl[CH2:2][CH2:3][CH2:4][S:5]([C:8]1[CH:16]=[C:15]2[C:11]([C:12]([CH3:21])([CH3:20])[CH2:13][N:14]2[C:17](=[O:19])[CH3:18])=[CH:10][C:9]=1[F:22])(=[O:7])=[O:6].C[Si]([N-][Si](C)(C)C)(C)C.[K+], predict the reaction product. The product is: [CH:4]1([S:5]([C:8]2[CH:16]=[C:15]3[C:11]([C:12]([CH3:21])([CH3:20])[CH2:13][N:14]3[C:17](=[O:19])[CH3:18])=[CH:10][C:9]=2[F:22])(=[O:7])=[O:6])[CH2:2][CH2:3]1. (8) Given the reactants Br[C:2]1[N:7]=[C:6]([C:8]([NH:10][C:11]2[CH:12]=[N:13][CH:14]=[CH:15][C:16]=2[C@@H:17]2[O:22][C@H:21]([CH3:23])[C@:20]([OH:25])([CH3:24])[C@H:19]([NH:26][C:27](=[O:33])[O:28][C:29]([CH3:32])([CH3:31])[CH3:30])[CH2:18]2)=[O:9])[CH:5]=[CH:4][C:3]=1[F:34].[F:35][C:36]1[C:41]([O:42][CH3:43])=[CH:40][CH:39]=[C:38]([F:44])[C:37]=1B(O)O, predict the reaction product. The product is: [F:35][C:36]1[C:41]([O:42][CH3:43])=[CH:40][CH:39]=[C:38]([F:44])[C:37]=1[C:2]1[N:7]=[C:6]([C:8]([NH:10][C:11]2[CH:12]=[N:13][CH:14]=[CH:15][C:16]=2[C@@H:17]2[O:22][C@H:21]([CH3:23])[C@:20]([OH:25])([CH3:24])[C@H:19]([NH:26][C:27](=[O:33])[O:28][C:29]([CH3:30])([CH3:32])[CH3:31])[CH2:18]2)=[O:9])[CH:5]=[CH:4][C:3]=1[F:34]. (9) Given the reactants Cl.Cl.[CH3:3][C@H:4]1[CH2:8][CH2:7][CH2:6][N:5]1[C@@H:9]1[CH2:13][CH2:12][NH:11][CH2:10]1.C([O-])([O-])=O.[K+].[K+].[F:20][C:21]1[CH:26]=[C:25](F)[CH:24]=[CH:23][C:22]=1[N+:28]([O-:30])=[O:29].C([O-])(O)=O.[Na+], predict the reaction product. The product is: [F:20][C:21]1[CH:26]=[C:25]([N:11]2[CH2:12][CH2:13][C@@H:9]([N:5]3[CH2:6][CH2:7][CH2:8][C@@H:4]3[CH3:3])[CH2:10]2)[CH:24]=[CH:23][C:22]=1[N+:28]([O-:30])=[O:29]. (10) The product is: [Cl:15][C:10]1[C:9]2[C:8]([CH3:17])([CH3:16])[CH2:7][CH:6]=[C:5]([CH:18]([CH3:20])[CH3:19])[C:4]=2[CH:3]=[C:2]([CH:21]([OH:29])[CH2:22][CH3:23])[C:11]=1[O:12][CH2:13][CH3:14]. Given the reactants Br[C:2]1[CH:3]=[C:4]2[C:9](=[C:10]([Cl:15])[C:11]=1[O:12][CH2:13][CH3:14])[C:8]([CH3:17])([CH3:16])[CH2:7][CH:6]=[C:5]2[CH:18]([CH3:20])[CH3:19].[CH2:21]([Li])[CH2:22][CH2:23]C.CN(C)C=[O:29].C([Mg]Br)C, predict the reaction product.